From a dataset of Catalyst prediction with 721,799 reactions and 888 catalyst types from USPTO. Predict which catalyst facilitates the given reaction. (1) Reactant: [NH:1]1[C:9]2[C:4](=[CH:5][C:6]([C:10]#[N:11])=[CH:7][CH:8]=2)[CH:3]=[N:2]1.[OH-].[K+].[I:14]I. Product: [I:14][C:3]1[C:4]2[C:9](=[CH:8][CH:7]=[C:6]([C:10]#[N:11])[CH:5]=2)[NH:1][N:2]=1. The catalyst class is: 3. (2) Reactant: [C:1]([O:5][C:6]([NH:8][C@@H:9]([C:12]1[C:13]([F:30])=[C:14]([C:26]([Cl:29])=[CH:27][CH:28]=1)[O:15][C:16]1[CH:17]=[CH:18][C:19]([F:25])=[C:20]([CH:24]=1)[C:21](O)=[O:22])[CH2:10][CH3:11])=[O:7])([CH3:4])([CH3:3])[CH3:2].N.C([N:35](CC)CC)(C)C.CN(C(ON1N=NC2C=CC=NC1=2)=[N+](C)C)C.F[P-](F)(F)(F)(F)F. Product: [C:1]([O:5][C:6](=[O:7])[NH:8][C@@H:9]([C:12]1[CH:28]=[CH:27][C:26]([Cl:29])=[C:14]([O:15][C:16]2[CH:17]=[CH:18][C:19]([F:25])=[C:20]([C:21](=[O:22])[NH2:35])[CH:24]=2)[C:13]=1[F:30])[CH2:10][CH3:11])([CH3:4])([CH3:3])[CH3:2]. The catalyst class is: 49. (3) Reactant: [C:1]1([OH:7])[CH:6]=[CH:5][CH:4]=[CH:3][CH:2]=1.[OH-].[Na+:9].[OH-].[K+:11]. Product: [O-:7][C:1]1[CH:6]=[CH:5][CH:4]=[CH:3][CH:2]=1.[Na+:9].[O-:7][C:1]1[CH:6]=[CH:5][CH:4]=[CH:3][CH:2]=1.[K+:11]. The catalyst class is: 482. (4) Reactant: [CH2:1]1[CH2:8][C:6](=O)[C:4](=O)[CH2:3][CH2:2]1.Cl.[C:10]1([N:16]([C:18]2[CH:23]=[CH:22][CH:21]=[CH:20][CH:19]=2)N)[CH:15]=[CH:14][CH:13]=[CH:12][CH:11]=1. Product: [C:6]1([N:16]2[C:18]3[C:23](=[CH:22][CH:21]=[C:20]4[C:11]5[CH:12]=[CH:13][CH:14]=[CH:15][C:10]=5[N:16]([C:18]5[CH:23]=[CH:22][CH:21]=[CH:20][CH:19]=5)[C:19]4=3)[C:15]3[C:10]2=[CH:11][CH:12]=[CH:13][CH:14]=3)[CH:4]=[CH:3][CH:2]=[CH:1][CH:8]=1. The catalyst class is: 15. (5) Reactant: Br[C:2]1[C:3]([O:18][CH3:19])=[C:4]([C:14]([O:16][CH3:17])=[O:15])[S:5][C:6]=1[C:7]1[CH:12]=[CH:11][CH:10]=[CH:9][C:8]=1[Cl:13].[Cl:20][C:21]1[CH:26]=[CH:25][C:24](B(O)O)=[CH:23][CH:22]=1.C(=O)([O-])[O-].[Na+].[Na+]. Product: [Cl:13][C:8]1[CH:9]=[CH:10][CH:11]=[CH:12][C:7]=1[C:6]1[S:5][C:4]([C:14]([O:16][CH3:17])=[O:15])=[C:3]([O:18][CH3:19])[C:2]=1[C:24]1[CH:25]=[CH:26][C:21]([Cl:20])=[CH:22][CH:23]=1. The catalyst class is: 11. (6) Reactant: [Cl:1][C:2]1[CH:7]=[C:6]([O:8][C:9]([F:12])([F:11])[F:10])[CH:5]=[C:4]([Cl:13])[C:3]=1[N:14]=[C:15]=[O:16].[NH2:17][C:18]1[CH:23]=[C:22]([F:24])[CH:21]=[CH:20][C:19]=1[C:25]([NH:27][C@@H:28]([CH:33]1[CH2:38][CH2:37][CH2:36][CH2:35][CH2:34]1)[C:29]([O:31][CH3:32])=[O:30])=[O:26].CCCCCC.C(OCC)(=O)C. Product: [CH:33]1([C@H:28]([NH:27][C:25]([C:19]2[CH:20]=[CH:21][C:22]([F:24])=[CH:23][C:18]=2[NH:17][C:15]([NH:14][C:3]2[C:2]([Cl:1])=[CH:7][C:6]([O:8][C:9]([F:10])([F:12])[F:11])=[CH:5][C:4]=2[Cl:13])=[O:16])=[O:26])[C:29]([O:31][CH3:32])=[O:30])[CH2:38][CH2:37][CH2:36][CH2:35][CH2:34]1. The catalyst class is: 17. (7) The catalyst class is: 4. Reactant: [CH:1]([O:4][CH2:5][CH:6]([OH:9])[CH2:7][CH3:8])([CH3:3])[CH3:2].[F:10][C:11]([F:22])([F:21])[C:12](O[C:12](=[O:13])[C:11]([F:22])([F:21])[F:10])=[O:13]. Product: [CH:1]([O:4][CH2:5][CH:6]([O:9][C:12](=[O:13])[C:11]([F:22])([F:21])[F:10])[CH2:7][CH3:8])([CH3:3])[CH3:2]. (8) Reactant: [CH2:1]([O:3][C:4](=[O:22])[CH:5]([C:10]1[CH:15]=[CH:14][C:13](I)=[C:12]([O:17][CH2:18][CH:19]2[CH2:21][CH2:20]2)[CH:11]=1)[CH2:6][CH:7]([CH3:9])[CH3:8])[CH3:2].[CH3:23][O:24][C:25]1[CH:30]=[C:29](B(O)O)[CH:28]=[CH:27][N:26]=1.[F-].[Cs+].O.CCOC(C)=O. Product: [CH2:1]([O:3][C:4](=[O:22])[CH:5]([C:10]1[CH:15]=[CH:14][C:13]([C:29]2[CH:28]=[CH:27][N:26]=[C:25]([O:24][CH3:23])[CH:30]=2)=[C:12]([O:17][CH2:18][CH:19]2[CH2:21][CH2:20]2)[CH:11]=1)[CH2:6][CH:7]([CH3:9])[CH3:8])[CH3:2]. The catalyst class is: 104. (9) Reactant: [C:1](N1C=CN=C1)(N1C=CN=C1)=[O:2].[OH:13][C:14]1[CH:19]=[CH:18][C:17]([CH2:20][CH2:21][OH:22])=[CH:16][CH:15]=1.[C:23]([O:27][C:28]([CH3:31])([CH3:30])[CH3:29])(=[O:26])[NH:24][NH2:25].O. Product: [NH:24]([C:23]([O:27][C:28]([CH3:31])([CH3:30])[CH3:29])=[O:26])[NH:25][C:1]([O:22][CH2:21][CH2:20][C:17]1[CH:18]=[CH:19][C:14]([OH:13])=[CH:15][CH:16]=1)=[O:2]. The catalyst class is: 54.